Dataset: Catalyst prediction with 721,799 reactions and 888 catalyst types from USPTO. Task: Predict which catalyst facilitates the given reaction. (1) Reactant: Br[Zn][CH2:3][CH2:4][CH2:5][C:6]([O:8][CH2:9][CH3:10])=[O:7].Br[C:12]1[C:21]2[CH:20]=[CH:19][CH:18]=[C:17]([C:22]#[N:23])[C:16]=2[CH:15]=[CH:14][N:13]=1. Product: [C:22]([C:17]1[CH:18]=[CH:19][CH:20]=[C:21]2[C:16]=1[CH:15]=[CH:14][N:13]=[C:12]2[CH2:3][CH2:4][CH2:5][C:6]([O:8][CH2:9][CH3:10])=[O:7])#[N:23]. The catalyst class is: 176. (2) Reactant: [NH2:1][C:2]1[CH:10]=[C:9]([F:11])[CH:8]=[CH:7][C:3]=1[C:4]([OH:6])=[O:5].[CH3:12][Si](C=[N+]=[N-])(C)C.O. Product: [NH2:1][C:2]1[CH:10]=[C:9]([F:11])[CH:8]=[CH:7][C:3]=1[C:4]([O:6][CH3:12])=[O:5]. The catalyst class is: 442. (3) Reactant: [Cl:1][C:2]1[C:7]([C:8]2[N:9]=[C:10]([N:20]3[CH2:25][CH2:24][O:23][CH2:22][CH2:21]3)[S:11][C:12]=2[C:13]2[CH:18]=[CH:17][N:16]=[C:15](Cl)[N:14]=2)=[CH:6][CH:5]=[CH:4][C:3]=1[NH:26][S:27]([C:30]1[C:35]([F:36])=[CH:34][CH:33]=[CH:32][C:31]=1[F:37])(=[O:29])=[O:28].[NH4+:38].[OH-]. Product: [NH2:38][C:15]1[N:14]=[C:13]([C:12]2[S:11][C:10]([N:20]3[CH2:21][CH2:22][O:23][CH2:24][CH2:25]3)=[N:9][C:8]=2[C:7]2[C:2]([Cl:1])=[C:3]([NH:26][S:27]([C:30]3[C:31]([F:37])=[CH:32][CH:33]=[CH:34][C:35]=3[F:36])(=[O:28])=[O:29])[CH:4]=[CH:5][CH:6]=2)[CH:18]=[CH:17][N:16]=1. The catalyst class is: 12. (4) Reactant: CN(C)/[CH:3]=[C:4](\[O:7][CH3:8])/[CH:5]=O.[NH2:10][C:11]([NH2:13])=[O:12].Cl. The catalyst class is: 5. Product: [CH3:8][O:7][C:4]1[CH:3]=[N:10][C:11]([OH:12])=[N:13][CH:5]=1. (5) Reactant: [Br:1][C:2]1[CH:10]=[C:9]([CH3:11])[C:5]([C:6]([OH:8])=[O:7])=[C:4]([CH3:12])[CH:3]=1.IC.[C:15](=O)([O-])[O-].[K+].[K+]. Product: [CH3:15][O:7][C:6](=[O:8])[C:5]1[C:9]([CH3:11])=[CH:10][C:2]([Br:1])=[CH:3][C:4]=1[CH3:12]. The catalyst class is: 3. (6) The catalyst class is: 4. Reactant: [Cl-].[Cl-].[CH3:3][S:4]([NH2+:7][C:8]1[CH:13]=[CH:12][CH:11]=[CH:10][C:9]=1[CH:14]1[O:18][N:17]=[C:16]([C:19]2[N:20]=[C:21]([CH:24]3[CH2:29][CH2:28][NH2+:27][CH2:26][CH2:25]3)[S:22][CH:23]=2)[CH2:15]1)(=[O:6])=[O:5].[CH3:30][C:31]1[N:35]([CH2:36][C:37](O)=[O:38])[N:34]=[C:33]([C:40]([F:43])([F:42])[F:41])[CH:32]=1.C(N(CC)CC)C.F[P-](F)(F)(F)(F)F.Br[P+](N1CCCC1)(N1CCCC1)N1CCCC1. Product: [CH3:30][C:31]1[N:35]([CH2:36][C:37]([N:27]2[CH2:28][CH2:29][CH:24]([C:21]3[S:22][CH:23]=[C:19]([C:16]4[CH2:15][CH:14]([C:9]5[CH:10]=[CH:11][CH:12]=[CH:13][C:8]=5[NH:7][S:4]([CH3:3])(=[O:5])=[O:6])[O:18][N:17]=4)[N:20]=3)[CH2:25][CH2:26]2)=[O:38])[N:34]=[C:33]([C:40]([F:42])([F:41])[F:43])[CH:32]=1. (7) Reactant: Cl[C:2]1[C:14]2[C:13]3[CH:12]=[CH:11][C:10]([C:15]([O:17][CH3:18])=[O:16])=[CH:9][C:8]=3[NH:7][C:6]=2[C:5]([C:19]#[N:20])=[CH:4][N:3]=1.[F:21][C:22]1[CH:23]=[CH:24][CH:25]=[C:26]2[C:31]=1[N:30]=[CH:29][N:28]([C:32]1[CH:37]=[CH:36][CH:35]=[C:34](B3OC(C)(C)C(C)(C)O3)[C:33]=1[CH3:47])[C:27]2=[O:48].C(=O)([O-])[O-].[Na+].[Na+]. Product: [CH3:18][O:17][C:15]([C:10]1[CH:11]=[CH:12][C:13]2[C:14]3[C:2]([C:34]4[CH:35]=[CH:36][CH:37]=[C:32]([N:28]5[C:27](=[O:48])[C:26]6[C:31](=[C:22]([F:21])[CH:23]=[CH:24][CH:25]=6)[N:30]=[CH:29]5)[C:33]=4[CH3:47])=[N:3][CH:4]=[C:5]([C:19]#[N:20])[C:6]=3[NH:7][C:8]=2[CH:9]=1)=[O:16]. The catalyst class is: 77. (8) Reactant: C([NH:8][C@H:9]1[C@:14]([CH2:16][CH3:17])([OH:15])[C@@H:13]([CH3:18])[CH2:12][C@@H:11]([C:19]2[CH:24]=[CH:23][N:22]=[CH:21][C:20]=2[NH:25][C:26](=[O:42])[C:27]2[CH:32]=[CH:31][C:30]([F:33])=[C:29]([C:34]3[C:39]([F:40])=[CH:38][CH:37]=[CH:36][C:35]=3[F:41])[N:28]=2)[CH2:10]1)C1C=CC=CC=1. Product: [NH2:8][C@H:9]1[C@:14]([CH2:16][CH3:17])([OH:15])[C@@H:13]([CH3:18])[CH2:12][C@@H:11]([C:19]2[CH:24]=[CH:23][N:22]=[CH:21][C:20]=2[NH:25][C:26](=[O:42])[C:27]2[CH:32]=[CH:31][C:30]([F:33])=[C:29]([C:34]3[C:35]([F:41])=[CH:36][CH:37]=[CH:38][C:39]=3[F:40])[N:28]=2)[CH2:10]1. The catalyst class is: 105. (9) Reactant: [CH2:1]([N:4]([CH2:21][CH2:22][CH3:23])[C:5]([C:7]1[CH:8]=[C:9]([CH:13]=[C:14]([C:16]2[S:17][CH:18]=[CH:19][N:20]=2)[CH:15]=1)[C:10](O)=[O:11])=[O:6])[CH2:2][CH3:3].C(N(C(C)C)CC)(C)C.CN(C(ON1N=NC2C=CC=NC1=2)=[N+](C)C)C.F[P-](F)(F)(F)(F)F.[ClH:57].Cl.[NH2:59][C@@H:60]([CH2:76][C:77]1[CH:82]=[C:81]([F:83])[CH:80]=[C:79]([F:84])[CH:78]=1)[C@H:61]([OH:75])[CH2:62][NH:63][CH2:64][C:65]1[CH:70]=[CH:69][CH:68]=[C:67]([C:71]([F:74])([F:73])[F:72])[CH:66]=1. Product: [ClH:57].[ClH:57].[F:84][C:79]1[CH:78]=[C:77]([CH:82]=[C:81]([F:83])[CH:80]=1)[CH2:76][C@H:60]([NH:59][C:10](=[O:11])[C:9]1[CH:13]=[C:14]([C:16]2[S:17][CH:18]=[CH:19][N:20]=2)[CH:15]=[C:7]([C:5]([N:4]([CH2:21][CH2:22][CH3:23])[CH2:1][CH2:2][CH3:3])=[O:6])[CH:8]=1)[C@H:61]([OH:75])[CH2:62][NH:63][CH2:64][C:65]1[CH:70]=[CH:69][CH:68]=[C:67]([C:71]([F:72])([F:73])[F:74])[CH:66]=1. The catalyst class is: 479.